This data is from NCI-60 drug combinations with 297,098 pairs across 59 cell lines. The task is: Regression. Given two drug SMILES strings and cell line genomic features, predict the synergy score measuring deviation from expected non-interaction effect. (1) Drug 1: CC(C)NC(=O)C1=CC=C(C=C1)CNNC.Cl. Drug 2: CC1C(C(CC(O1)OC2CC(CC3=C2C(=C4C(=C3O)C(=O)C5=C(C4=O)C(=CC=C5)OC)O)(C(=O)CO)O)N)O.Cl. Cell line: COLO 205. Synergy scores: CSS=55.8, Synergy_ZIP=-0.0321, Synergy_Bliss=1.23, Synergy_Loewe=-18.0, Synergy_HSA=1.87. (2) Drug 1: C1=CC(=CC=C1C#N)C(C2=CC=C(C=C2)C#N)N3C=NC=N3. Drug 2: CS(=O)(=O)OCCCCOS(=O)(=O)C. Cell line: UACC62. Synergy scores: CSS=12.3, Synergy_ZIP=-5.08, Synergy_Bliss=-3.57, Synergy_Loewe=3.84, Synergy_HSA=-0.323. (3) Drug 1: CC(C)NC(=O)C1=CC=C(C=C1)CNNC.Cl. Drug 2: C1C(C(OC1N2C=NC(=NC2=O)N)CO)O. Cell line: MCF7. Synergy scores: CSS=8.29, Synergy_ZIP=-1.54, Synergy_Bliss=0.248, Synergy_Loewe=-2.60, Synergy_HSA=0.344. (4) Drug 1: CC1C(C(=O)NC(C(=O)N2CCCC2C(=O)N(CC(=O)N(C(C(=O)O1)C(C)C)C)C)C(C)C)NC(=O)C3=C4C(=C(C=C3)C)OC5=C(C(=O)C(=C(C5=N4)C(=O)NC6C(OC(=O)C(N(C(=O)CN(C(=O)C7CCCN7C(=O)C(NC6=O)C(C)C)C)C)C(C)C)C)N)C. Drug 2: CC1=C(C=C(C=C1)NC(=O)C2=CC=C(C=C2)CN3CCN(CC3)C)NC4=NC=CC(=N4)C5=CN=CC=C5. Cell line: NCIH23. Synergy scores: CSS=30.4, Synergy_ZIP=4.02, Synergy_Bliss=6.77, Synergy_Loewe=-2.03, Synergy_HSA=6.74. (5) Drug 2: CS(=O)(=O)C1=CC(=C(C=C1)C(=O)NC2=CC(=C(C=C2)Cl)C3=CC=CC=N3)Cl. Synergy scores: CSS=12.7, Synergy_ZIP=1.40, Synergy_Bliss=6.40, Synergy_Loewe=-13.2, Synergy_HSA=5.31. Cell line: UACC62. Drug 1: CC(C1=C(C=CC(=C1Cl)F)Cl)OC2=C(N=CC(=C2)C3=CN(N=C3)C4CCNCC4)N. (6) Drug 1: C1C(C(OC1N2C=C(C(=O)NC2=O)F)CO)O. Synergy scores: CSS=30.0, Synergy_ZIP=-10.2, Synergy_Bliss=-2.65, Synergy_Loewe=-8.78, Synergy_HSA=-0.541. Drug 2: CCC1=C2CN3C(=CC4=C(C3=O)COC(=O)C4(CC)O)C2=NC5=C1C=C(C=C5)O. Cell line: UO-31. (7) Drug 1: CC=C1C(=O)NC(C(=O)OC2CC(=O)NC(C(=O)NC(CSSCCC=C2)C(=O)N1)C(C)C)C(C)C. Drug 2: CCCCC(=O)OCC(=O)C1(CC(C2=C(C1)C(=C3C(=C2O)C(=O)C4=C(C3=O)C=CC=C4OC)O)OC5CC(C(C(O5)C)O)NC(=O)C(F)(F)F)O. Cell line: RPMI-8226. Synergy scores: CSS=64.8, Synergy_ZIP=3.48, Synergy_Bliss=4.53, Synergy_Loewe=1.96, Synergy_HSA=6.72. (8) Drug 1: CC1CCC2CC(C(=CC=CC=CC(CC(C(=O)C(C(C(=CC(C(=O)CC(OC(=O)C3CCCCN3C(=O)C(=O)C1(O2)O)C(C)CC4CCC(C(C4)OC)O)C)C)O)OC)C)C)C)OC. Drug 2: C1=NNC2=C1C(=O)NC=N2. Cell line: NCI-H460. Synergy scores: CSS=9.89, Synergy_ZIP=-1.63, Synergy_Bliss=4.93, Synergy_Loewe=-3.78, Synergy_HSA=1.67.